The task is: Predict the reaction yield, written as a fraction of the theoretical maximum amount of product (1.0 means a 100% yield; for example, 0.34 means a 34% yield).. This data is from Reaction yield outcomes from USPTO patents with 853,638 reactions. The reactants are [OH:1][C:2]1[CH:3]=[C:4]([CH:7]=[CH:8][C:9]=1[O:10][CH2:11][CH2:12][CH3:13])[C:5]#[N:6].C(OC1C=C(C=C(OCC2C=CC=CC=2)C=1)CN)C1C=CC=CC=1. No catalyst specified. The product is [OH:1][C:2]1[CH:3]=[C:4]([CH:7]=[CH:8][C:9]=1[O:10][CH2:11][CH2:12][CH3:13])[CH2:5][NH2:6]. The yield is 0.480.